Dataset: Reaction yield outcomes from USPTO patents with 853,638 reactions. Task: Predict the reaction yield, written as a fraction of the theoretical maximum amount of product (1.0 means a 100% yield; for example, 0.34 means a 34% yield). The reactants are [CH3:1][O:2][C:3](=[O:18])[CH:4]([C:8](=[O:17])[NH:9][C:10]1[CH:15]=[CH:14][C:13](I)=[CH:12][CH:11]=1)[CH:5]([CH3:7])[CH3:6].[C:19]([C:21]1[CH:28]=[CH:27][C:24]([CH:25]=[O:26])=[CH:23][CH:22]=1)#[CH:20].C1C=CC(P(C2C=CC=CC=2)C2C=CC=CC=2)=CC=1.C(NC(C)C)(C)C. The catalyst is C1COCC1.Cl[Pd](Cl)([P](C1C=CC=CC=1)(C1C=CC=CC=1)C1C=CC=CC=1)[P](C1C=CC=CC=1)(C1C=CC=CC=1)C1C=CC=CC=1.[Cu]I. The product is [CH3:1][O:2][C:3](=[O:18])[CH:4]([C:8](=[O:17])[NH:9][C:10]1[CH:15]=[CH:14][C:13]([C:20]#[C:19][C:21]2[CH:28]=[CH:27][C:24]([CH:25]=[O:26])=[CH:23][CH:22]=2)=[CH:12][CH:11]=1)[CH:5]([CH3:7])[CH3:6]. The yield is 0.990.